From a dataset of NCI-60 drug combinations with 297,098 pairs across 59 cell lines. Regression. Given two drug SMILES strings and cell line genomic features, predict the synergy score measuring deviation from expected non-interaction effect. (1) Drug 1: CC12CCC3C(C1CCC2=O)CC(=C)C4=CC(=O)C=CC34C. Drug 2: C(CCl)NC(=O)N(CCCl)N=O. Cell line: MOLT-4. Synergy scores: CSS=67.3, Synergy_ZIP=-1.18, Synergy_Bliss=0.425, Synergy_Loewe=-2.85, Synergy_HSA=-0.561. (2) Drug 1: CC1=C(C=C(C=C1)NC2=NC=CC(=N2)N(C)C3=CC4=NN(C(=C4C=C3)C)C)S(=O)(=O)N.Cl. Drug 2: CC1=C(C=C(C=C1)C(=O)NC2=CC(=CC(=C2)C(F)(F)F)N3C=C(N=C3)C)NC4=NC=CC(=N4)C5=CN=CC=C5. Cell line: SK-OV-3. Synergy scores: CSS=0.397, Synergy_ZIP=1.01, Synergy_Bliss=1.23, Synergy_Loewe=-2.61, Synergy_HSA=-0.950. (3) Synergy scores: CSS=26.2, Synergy_ZIP=-11.6, Synergy_Bliss=-3.00, Synergy_Loewe=-7.70, Synergy_HSA=-1.27. Cell line: MDA-MB-435. Drug 1: C1=CC(=C2C(=C1NCCNCCO)C(=O)C3=C(C=CC(=C3C2=O)O)O)NCCNCCO. Drug 2: C1=NC2=C(N=C(N=C2N1C3C(C(C(O3)CO)O)F)Cl)N. (4) Drug 1: CCCCCOC(=O)NC1=NC(=O)N(C=C1F)C2C(C(C(O2)C)O)O. Drug 2: C1C(C(OC1N2C=NC(=NC2=O)N)CO)O. Cell line: SNB-75. Synergy scores: CSS=-0.281, Synergy_ZIP=0.753, Synergy_Bliss=0.832, Synergy_Loewe=-0.319, Synergy_HSA=-0.506. (5) Synergy scores: CSS=51.5, Synergy_ZIP=-2.79, Synergy_Bliss=-4.33, Synergy_Loewe=0.424, Synergy_HSA=1.53. Drug 2: CC1C(C(CC(O1)OC2CC(CC3=C2C(=C4C(=C3O)C(=O)C5=C(C4=O)C(=CC=C5)OC)O)(C(=O)CO)O)N)O.Cl. Cell line: NCIH23. Drug 1: B(C(CC(C)C)NC(=O)C(CC1=CC=CC=C1)NC(=O)C2=NC=CN=C2)(O)O. (6) Drug 2: C1=NC2=C(N1)C(=S)N=C(N2)N. Synergy scores: CSS=15.5, Synergy_ZIP=-8.68, Synergy_Bliss=-2.35, Synergy_Loewe=-9.53, Synergy_HSA=-1.36. Cell line: PC-3. Drug 1: CC1C(C(CC(O1)OC2CC(CC3=C2C(=C4C(=C3O)C(=O)C5=C(C4=O)C(=CC=C5)OC)O)(C(=O)CO)O)N)O.Cl.